This data is from Catalyst prediction with 721,799 reactions and 888 catalyst types from USPTO. The task is: Predict which catalyst facilitates the given reaction. (1) Reactant: CC(C)([O-])C.[K+].[C:7]1([OH:13])[CH:12]=[CH:11][CH:10]=[CH:9][CH:8]=1.[CH2:14]([O:16][C:17](=[O:22])[C:18](Br)([CH3:20])[CH3:19])[CH3:15]. Product: [CH3:19][C:18]([O:13][C:7]1[CH:12]=[CH:11][CH:10]=[CH:9][CH:8]=1)([CH3:20])[C:17]([O:16][CH2:14][CH3:15])=[O:22]. The catalyst class is: 1. (2) Reactant: [N:1]1[CH:6]=[CH:5][CH:4]=[CH:3][C:2]=1[C:7]1[S:8][C:9]2[CH2:10][NH:11][CH2:12][CH2:13][C:14]=2[N:15]=1.C1C=CC(P(C2C(C3C(P(C4C=CC=CC=4)C4C=CC=CC=4)=CC=C4C=3C=CC=C4)=C3C(C=CC=C3)=CC=2)C2C=CC=CC=2)=CC=1.Br[C:63]1[CH:64]=[C:65]([CH:68]=[C:69]([F:71])[CH:70]=1)[C:66]#[N:67].CC(C)([O-])C.[Na+]. Product: [F:71][C:69]1[CH:68]=[C:65]([CH:64]=[C:63]([N:11]2[CH2:12][CH2:13][C:14]3[N:15]=[C:7]([C:2]4[CH:3]=[CH:4][CH:5]=[CH:6][N:1]=4)[S:8][C:9]=3[CH2:10]2)[CH:70]=1)[C:66]#[N:67]. The catalyst class is: 101. (3) Reactant: C1(C)C=[CH:5][C:4]([S:7]([O-])(=O)=O)=CC=1.SCCOCCOCC[N+](C)(C)C.ClCC[O:28][CH2:29][CH2:30][O:31][CH2:32][CH2:33][OH:34].NC(N)=S.[OH-].[Na+].Cl. Product: [SH:7][CH2:4][CH2:5][O:28][CH2:29][CH2:30][O:31][CH2:32][CH2:33][OH:34]. The catalyst class is: 6. (4) Reactant: [Cl:1][C:2]1[CH:18]=[CH:17][C:16]2[C:7]3=[N:8][C:9](C#N)=[C:10]([C:12]#[N:13])[N:11]=[C:6]3[C:5](=[O:19])[C:4]=2[CH:3]=1.[OH:20]O.ClCCl. Product: [Cl:1][C:2]1[CH:18]=[CH:17][C:16]2[C:7]3=[N:8][C:9]([OH:20])=[C:10]([C:12]#[N:13])[N:11]=[C:6]3[C:5](=[O:19])[C:4]=2[CH:3]=1. The catalyst class is: 16. (5) Reactant: [CH3:1][C:2]1[CH:8]=[CH:7][CH:6]=[CH:5][C:3]=1[NH2:4].Cl[C:10]1[CH:27]=[C:14]2[C:15]3[C:20]([CH2:21][CH2:22][N:13]2[C:12](=[O:28])[N:11]=1)=[CH:19][C:18]([O:23][CH3:24])=[C:17]([O:25][CH3:26])[CH:16]=3. Product: [CH3:24][O:23][C:18]1[CH:19]=[C:20]2[C:15](=[CH:16][C:17]=1[O:25][CH3:26])[C:14]1=[CH:27][C:10](=[N:4][C:3]3[CH:5]=[CH:6][CH:7]=[CH:8][C:2]=3[CH3:1])[NH:11][C:12](=[O:28])[N:13]1[CH2:22][CH2:21]2. The catalyst class is: 41. (6) Reactant: Cl[CH2:2][C:3]([NH:5][C:6]1[C:15]([Cl:16])=[CH:14][CH:13]=[C:12]2[C:7]=1[CH:8]=[CH:9][C:10]([N:17]1[CH2:21][CH2:20][C@@H:19]([O:22][Si:23]([C:26]([CH3:29])([CH3:28])[CH3:27])([CH3:25])[CH3:24])[CH2:18]1)=[N:11]2)=[O:4].[C:30]1([SH:36])[CH:35]=[CH:34][CH:33]=[CH:32][CH:31]=1.C(N(CC)CC)C. Product: [Cl:16][C:15]1[C:6]([NH:5][C:3](=[O:4])[CH2:2][S:36][C:30]2[CH:35]=[CH:34][CH:33]=[CH:32][CH:31]=2)=[C:7]2[C:12](=[CH:13][CH:14]=1)[N:11]=[C:10]([N:17]1[CH2:21][CH2:20][C@@H:19]([O:22][Si:23]([C:26]([CH3:28])([CH3:29])[CH3:27])([CH3:25])[CH3:24])[CH2:18]1)[CH:9]=[CH:8]2. The catalyst class is: 10.